Task: Regression. Given a peptide amino acid sequence and an MHC pseudo amino acid sequence, predict their binding affinity value. This is MHC class I binding data.. Dataset: Peptide-MHC class I binding affinity with 185,985 pairs from IEDB/IMGT (1) The peptide sequence is ITMDPHHLI. The MHC is Mamu-A01 with pseudo-sequence Mamu-A01. The binding affinity (normalized) is 0.932. (2) The peptide sequence is YVSAITQAER. The MHC is HLA-A31:01 with pseudo-sequence HLA-A31:01. The binding affinity (normalized) is 0.570. (3) The peptide sequence is REMGIVDLL. The MHC is HLA-B35:01 with pseudo-sequence HLA-B35:01. The binding affinity (normalized) is 0.0847. (4) The peptide sequence is SLSAYIIRV. The MHC is HLA-B35:01 with pseudo-sequence HLA-B35:01. The binding affinity (normalized) is 0.0355. (5) The peptide sequence is HPDIVIYQY. The MHC is HLA-A68:01 with pseudo-sequence HLA-A68:01. The binding affinity (normalized) is 0.